Dataset: Catalyst prediction with 721,799 reactions and 888 catalyst types from USPTO. Task: Predict which catalyst facilitates the given reaction. (1) Reactant: [F:1][C:2]([C:5]1[CH:10]=[CH:9][N:8]=[C:7]([C:11]([O:13]CC)=[O:12])[CH:6]=1)([F:4])[CH3:3].[Li+].[OH-]. Product: [F:1][C:2]([C:5]1[CH:10]=[CH:9][N:8]=[C:7]([C:11]([OH:13])=[O:12])[CH:6]=1)([F:4])[CH3:3]. The catalyst class is: 1. (2) Reactant: C([N:5]1[CH:9]([CH2:10][N:11]([CH3:13])[CH3:12])[C:8]2[CH:14]=[C:15]([C:18]3[C:26]4[C:21](=[CH:22][C:23]([F:27])=[CH:24][CH:25]=4)[NH:20][CH:19]=3)[CH:16]=[CH:17][C:7]=2[S:6]1(=[O:29])=[O:28])(C)(C)C.C(O)(C(F)(F)F)=O. Product: [CH3:13][N:11]([CH2:10][CH:9]1[C:8]2[CH:14]=[C:15]([C:18]3[C:26]4[C:21](=[CH:22][C:23]([F:27])=[CH:24][CH:25]=4)[NH:20][CH:19]=3)[CH:16]=[CH:17][C:7]=2[S:6](=[O:28])(=[O:29])[NH:5]1)[CH3:12]. The catalyst class is: 2. (3) Reactant: [Li+].[C:2]([O-:7])(=[O:6])[C@H:3]([CH3:5])[OH:4].[I-].[Cs+].[NH2:10][C:11](=[O:54])[C:12]([CH3:53])([CH3:52])[CH2:13][NH:14][C:15]([C@H:17]([CH:49]([CH3:51])[CH3:50])[CH2:18][C@@H:19]1[O:23][CH2:22][N:21]([C:24]([O:26][CH2:27]Cl)=[O:25])[C@H:20]1[CH2:29][C@H:30]([CH2:34][C:35]1[CH:40]=[CH:39][C:38]([O:41][CH3:42])=[C:37]([O:43][CH2:44][CH2:45][CH2:46][O:47][CH3:48])[CH:36]=1)[CH:31]([CH3:33])[CH3:32])=[O:16].C(O)(=O)CC(CC(O)=O)(C(O)=O)O. Product: [NH2:10][C:11](=[O:54])[C:12]([CH3:52])([CH3:53])[CH2:13][NH:14][C:15]([C@H:17]([CH:49]([CH3:50])[CH3:51])[CH2:18][C@@H:19]1[O:23][CH2:22][N:21]([C:24]([O:26][CH2:27][O:6][C:2](=[O:7])[C@@H:3]([OH:4])[CH3:5])=[O:25])[C@H:20]1[CH2:29][C@H:30]([CH2:34][C:35]1[CH:40]=[CH:39][C:38]([O:41][CH3:42])=[C:37]([O:43][CH2:44][CH2:45][CH2:46][O:47][CH3:48])[CH:36]=1)[CH:31]([CH3:32])[CH3:33])=[O:16]. The catalyst class is: 3.